Dataset: Reaction yield outcomes from USPTO patents with 853,638 reactions. Task: Predict the reaction yield, written as a fraction of the theoretical maximum amount of product (1.0 means a 100% yield; for example, 0.34 means a 34% yield). (1) The reactants are [NH2:1][C:2]1[N:6]([C:7]2[CH:16]=[CH:15][C:10]3[NH:11][C:12]([CH3:14])=[N:13][C:9]=3[CH:8]=2)[N:5]=[CH:4][C:3]=1[C:17]([C:19]1[N:20]([S:29]([C:32]2[CH:37]=[CH:36][C:35]([CH3:38])=[CH:34][CH:33]=2)(=[O:31])=[O:30])[C:21]2[C:26]([CH:27]=1)=[CH:25][CH:24]=[C:23](I)[CH:22]=2)=[O:18].[C:39](=O)([O-])[O-:40].[Na+].[Na+].C([SiH](CC)CC)C.[C]=O. The catalyst is CN(C)C=O.C(OCC)(=O)C.C([O-])(=O)C.[Pd+2].C([O-])(=O)C.C1(P(C2C=CC=CC=2)CCCP(C2C=CC=CC=2)C2C=CC=CC=2)C=CC=CC=1. The product is [NH2:1][C:2]1[N:6]([C:7]2[CH:16]=[CH:15][C:10]3[NH:11][C:12]([CH3:14])=[N:13][C:9]=3[CH:8]=2)[N:5]=[CH:4][C:3]=1[C:17]([C:19]1[N:20]([S:29]([C:32]2[CH:37]=[CH:36][C:35]([CH3:38])=[CH:34][CH:33]=2)(=[O:31])=[O:30])[C:21]2[C:26]([CH:27]=1)=[CH:25][CH:24]=[C:23]([CH:39]=[O:40])[CH:22]=2)=[O:18]. The yield is 0.850. (2) The reactants are [NH2:1][C:2]1[CH:7]=[CH:6][CH:5]=[CH:4][C:3]=1[S:8]([NH2:11])(=[O:10])=[O:9].[I:12]N1C(=O)CCC1=O. The catalyst is C(Cl)(Cl)Cl. The product is [NH2:1][C:2]1[CH:7]=[CH:6][C:5]([I:12])=[CH:4][C:3]=1[S:8]([NH2:11])(=[O:9])=[O:10]. The yield is 0.780. (3) The reactants are C([O:8][C:9]1[C:14](=[O:15])[N:13]=[C:12]([CH2:16][C:17]2[CH:22]=[CH:21][CH:20]=[CH:19][C:18]=2[C:23]2[CH:28]=[CH:27][CH:26]=[CH:25][CH:24]=2)[N:11]2[CH2:29][CH2:30][N:31]([CH:34]([CH3:36])[CH3:35])[C:32](=[O:33])[C:10]=12)C1C=CC=CC=1.C1(C2C=CC=CC=2)C=CC=CC=1CC1N2CCN(C)C(=O)C2=C(O)C(=O)N=1. The yield is 0.190. No catalyst specified. The product is [C:18]1([C:23]2[CH:28]=[CH:27][CH:26]=[CH:25][CH:24]=2)[CH:19]=[CH:20][CH:21]=[CH:22][C:17]=1[CH2:16][C:12]1[N:11]2[CH2:29][CH2:30][N:31]([CH:34]([CH3:36])[CH3:35])[C:32](=[O:33])[C:10]2=[C:9]([OH:8])[C:14](=[O:15])[N:13]=1. (4) The product is [Cl:1][C:2]1[N:7]=[C:6]([C:8]([NH2:18])=[O:9])[CH:5]=[C:4]([C:11]2[N:12]([CH3:16])[N:13]=[CH:14][CH:15]=2)[N:3]=1. The yield is 0.960. No catalyst specified. The reactants are [Cl:1][C:2]1[N:7]=[C:6]([C:8](O)=[O:9])[CH:5]=[C:4]([C:11]2[N:12]([CH3:16])[N:13]=[CH:14][CH:15]=2)[N:3]=1.[Cl-].[NH4+:18]. (5) The reactants are Br[C:2]1[S:3][C:4]2[CH:10]=[C:9]([CH2:11][N:12]3[C:16]4[CH:17]=[C:18]([O:23][CH3:24])[C:19]([O:21][CH3:22])=[CH:20][C:15]=4[N:14]=[CH:13]3)[CH:8]=[CH:7][C:5]=2[N:6]=1.[CH:25]1([C@@H:31]([NH2:33])[CH3:32])[CH2:30][CH2:29][CH2:28][CH2:27][CH2:26]1.CCN(C(C)C)C(C)C. The catalyst is CC(N(C)C)=O. The product is [CH:25]1([C@@H:31]([NH:33][C:2]2[S:3][C:4]3[CH:10]=[C:9]([CH2:11][N:12]4[C:16]5[CH:17]=[C:18]([O:23][CH3:24])[C:19]([O:21][CH3:22])=[CH:20][C:15]=5[N:14]=[CH:13]4)[CH:8]=[CH:7][C:5]=3[N:6]=2)[CH3:32])[CH2:30][CH2:29][CH2:28][CH2:27][CH2:26]1. The yield is 0.540. (6) The reactants are C[O:2][C:3](=[O:25])[C@@H:4]([N:12]1[CH2:16][C:15]([O:17][C:18]2[CH:23]=[CH:22][CH:21]=[CH:20][CH:19]=2)=[CH:14][C:13]1=[O:24])[CH2:5][CH:6]1[CH2:11][CH2:10][CH2:9][CH2:8][CH2:7]1.[OH-].[Li+]. The catalyst is O1CCCC1.O. The product is [CH:6]1([CH2:5][C@H:4]([N:12]2[CH2:16][C:15]([O:17][C:18]3[CH:23]=[CH:22][CH:21]=[CH:20][CH:19]=3)=[CH:14][C:13]2=[O:24])[C:3]([OH:25])=[O:2])[CH2:11][CH2:10][CH2:9][CH2:8][CH2:7]1. The yield is 0.860. (7) The reactants are [N+:1]([C:4]1[CH:5]=[C:6]([OH:10])[CH:7]=[CH:8][CH:9]=1)([O-:3])=[O:2].Br[CH2:12][CH2:13][CH2:14][NH:15][C:16](=[O:22])[O:17][C:18]([CH3:21])([CH3:20])[CH3:19].C([O-])([O-])=O.[K+].[K+]. The catalyst is CC(C)=O. The product is [N+:1]([C:4]1[CH:5]=[C:6]([CH:7]=[CH:8][CH:9]=1)[O:10][CH2:12][CH2:13][CH2:14][NH:15][C:16](=[O:22])[O:17][C:18]([CH3:21])([CH3:20])[CH3:19])([O-:3])=[O:2]. The yield is 0.950.